From a dataset of Forward reaction prediction with 1.9M reactions from USPTO patents (1976-2016). Predict the product of the given reaction. Given the reactants Cl[C:2]1[C:3]2[N:4]([N:13]=[N:14][N:15]=2)[C:5]2[C:10]([N:11]=1)=[CH:9][C:8]([Cl:12])=[CH:7][CH:6]=2.[NH:16]1[CH2:21][CH2:20][NH:19][CH2:18][CH2:17]1.C([O-])([O-])=O.[Cs+].[Cs+].CN(C=O)C, predict the reaction product. The product is: [Cl:12][C:8]1[CH:9]=[C:10]2[C:5](=[CH:6][CH:7]=1)[N:4]1[N:13]=[N:14][N:15]=[C:3]1[C:2]([N:16]1[CH2:21][CH2:20][NH:19][CH2:18][CH2:17]1)=[N:11]2.